Dataset: Full USPTO retrosynthesis dataset with 1.9M reactions from patents (1976-2016). Task: Predict the reactants needed to synthesize the given product. Given the product [NH2:22][CH2:21][C:13]1[N:12]=[C:11]([N:10]([C:7]2[CH:8]=[CH:9][C:4]([O:3][CH2:1][CH3:2])=[C:5]([F:34])[CH:6]=2)[CH3:33])[C:20]2[C:15](=[CH:16][CH:17]=[CH:18][CH:19]=2)[N:14]=1, predict the reactants needed to synthesize it. The reactants are: [CH2:1]([O:3][C:4]1[CH:9]=[CH:8][C:7]([N:10]([CH3:33])[C:11]2[C:20]3[C:15](=[CH:16][CH:17]=[CH:18][CH:19]=3)[N:14]=[C:13]([CH2:21][N:22]3C(=O)C4C(=CC=CC=4)C3=O)[N:12]=2)=[CH:6][C:5]=1[F:34])[CH3:2].ClCC1N=C(N(C2C=CC(OCC)=C(F)C=2)C)C2C(=CC=CC=2)N=1.C1(=O)NC(=O)C2=CC=CC=C12.[K].